From a dataset of NCI-60 drug combinations with 297,098 pairs across 59 cell lines. Regression. Given two drug SMILES strings and cell line genomic features, predict the synergy score measuring deviation from expected non-interaction effect. (1) Drug 1: C1CCC(C(C1)N)N.C(=O)(C(=O)[O-])[O-].[Pt+4]. Drug 2: CC12CCC3C(C1CCC2OP(=O)(O)O)CCC4=C3C=CC(=C4)OC(=O)N(CCCl)CCCl.[Na+]. Cell line: MDA-MB-231. Synergy scores: CSS=10.3, Synergy_ZIP=-5.28, Synergy_Bliss=0.459, Synergy_Loewe=-8.93, Synergy_HSA=-0.119. (2) Drug 1: CCC1=CC2CC(C3=C(CN(C2)C1)C4=CC=CC=C4N3)(C5=C(C=C6C(=C5)C78CCN9C7C(C=CC9)(C(C(C8N6C)(C(=O)OC)O)OC(=O)C)CC)OC)C(=O)OC.C(C(C(=O)O)O)(C(=O)O)O. Drug 2: C1=C(C(=O)NC(=O)N1)F. Cell line: A549. Synergy scores: CSS=65.0, Synergy_ZIP=1.23, Synergy_Bliss=-2.06, Synergy_Loewe=2.13, Synergy_HSA=3.06.